The task is: Predict which catalyst facilitates the given reaction.. This data is from Catalyst prediction with 721,799 reactions and 888 catalyst types from USPTO. (1) Reactant: [CH3:1][N:2]1[CH2:8][CH2:7][CH2:6][C:5]2[CH:9]=[CH:10][C:11]([NH2:13])=[CH:12][C:4]=2[CH2:3]1.N1C=CC=CC=1.[Cl:20][C:21]1[C:26]([Cl:27])=[CH:25][CH:24]=[CH:23][C:22]=1[S:28](Cl)(=[O:30])=[O:29]. Product: [Cl:20][C:21]1[C:26]([Cl:27])=[CH:25][CH:24]=[CH:23][C:22]=1[S:28]([NH:13][C:11]1[CH:10]=[CH:9][C:5]2[CH2:6][CH2:7][CH2:8][N:2]([CH3:1])[CH2:3][C:4]=2[CH:12]=1)(=[O:30])=[O:29]. The catalyst class is: 4. (2) Reactant: [NH:1]1[CH2:5][CH2:4][CH2:3][C:2]1=[O:6].[H-].[Na+].Cl[CH2:10][CH2:11][N:12]1[CH2:17][CH2:16][CH2:15][CH:14]([N:18]2[C:22]3[C:23]4[CH:24]=[CH:25][CH:26]=[CH:27][C:28]=4[S:29](=[O:32])(=[O:31])[CH2:30][C:21]=3[C:20]([C:33]([N:35]3[CH2:40][CH2:39][O:38][CH2:37][CH2:36]3)=[O:34])=[N:19]2)[CH2:13]1.[Na+].[I-]. Product: [N:35]1([C:33]([C:20]2[C:21]3[CH2:30][S:29](=[O:32])(=[O:31])[C:28]4[CH:27]=[CH:26][CH:25]=[CH:24][C:23]=4[C:22]=3[N:18]([CH:14]3[CH2:15][CH2:16][CH2:17][N:12]([CH2:11][CH2:10][N:1]4[CH2:5][CH2:4][CH2:3][C:2]4=[O:6])[CH2:13]3)[N:19]=2)=[O:34])[CH2:36][CH2:37][O:38][CH2:39][CH2:40]1. The catalyst class is: 291. (3) Reactant: [CH3:1][O:2][C:3](=[O:13])[C:4]1[CH:9]=[CH:8][C:7]([C:10](=O)[CH3:11])=[CH:6][CH:5]=1.Cl.[NH2:15][OH:16].C([O-])(=O)C.[Na+]. Product: [OH:16][N:15]=[C:10]([C:7]1[CH:8]=[CH:9][C:4]([C:3]([O:2][CH3:1])=[O:13])=[CH:5][CH:6]=1)[CH3:11]. The catalyst class is: 5. (4) Reactant: [C:1]([O:9][C:10]1[CH:15]=[CH:14][C:13]([OH:16])=[CH:12][CH:11]=1)(=[O:8])[C:2]1[CH:7]=[CH:6][CH:5]=[CH:4][CH:3]=1.C(=O)([O-])[O-].[K+].[K+].[Cl:23][C:24]([Cl:28])=[CH:25][CH2:26]Cl.CN(C)C=O. Product: [C:1]([O:9][C:10]1[CH:11]=[CH:12][C:13]([O:16][CH2:26][CH:25]=[C:24]([Cl:28])[Cl:23])=[CH:14][CH:15]=1)(=[O:8])[C:2]1[CH:3]=[CH:4][CH:5]=[CH:6][CH:7]=1. The catalyst class is: 6. (5) Reactant: [C:1]([NH:9][C:10]1[C:33]([C:34]#[C:35][CH2:36][NH:37][C:38](=[O:43])[C:39]([F:42])([F:41])[F:40])=[CH:32][N:13]([C@@H:14]2[O:31][C@H:21]([CH2:22][O:23][Si:24]([C:27]([CH3:30])([CH3:29])[CH3:28])([CH3:26])[CH3:25])[C@@H:16]([O:17][CH2:18]SC)[CH2:15]2)[C:12](=[O:44])[N:11]=1)(=[O:8])[C:2]1[CH:7]=[CH:6][CH:5]=[CH:4][CH:3]=1.C1CCCCC=1.[N-:51]=[N+:52]=[N-:53].[Na+]. Product: [C:1]([NH:9][C:10]1[C:33]([C:34]#[C:35][CH2:36][NH:37][C:38](=[O:43])[C:39]([F:42])([F:41])[F:40])=[CH:32][N:13]([C@@H:14]2[O:31][C@H:21]([CH2:22][O:23][Si:24]([C:27]([CH3:30])([CH3:29])[CH3:28])([CH3:26])[CH3:25])[C@@H:16]([O:17][CH2:18][N:51]=[N+:52]=[N-:53])[CH2:15]2)[C:12](=[O:44])[N:11]=1)(=[O:8])[C:2]1[CH:7]=[CH:6][CH:5]=[CH:4][CH:3]=1. The catalyst class is: 59.